This data is from Full USPTO retrosynthesis dataset with 1.9M reactions from patents (1976-2016). The task is: Predict the reactants needed to synthesize the given product. (1) Given the product [ClH:3].[CH2:4]([N:6]([C:15]1[NH:19][N:18]=[CH:17][N:16]=1)[NH2:7])[CH3:5], predict the reactants needed to synthesize it. The reactants are: CO.[ClH:3].[CH2:4]([N:6]([C:15]1[NH:19][N:18]=[CH:17][N:16]=1)[NH:7]C(OC(C)(C)C)=O)[CH3:5]. (2) Given the product [CH:39]1([S:42]([NH:45][C:24]([C:19]2([NH:18][C:16]([CH:11]3[CH2:12][CH:13]([OH:15])[CH2:14][CH:10]3[C:8]([N:7]([CH2:1][CH2:2][CH2:3][CH2:4][CH:5]=[CH2:6])[CH3:27])=[O:9])=[O:17])[CH2:21][CH:20]2[CH:22]=[CH2:23])=[O:25])(=[O:44])=[O:43])[CH2:41][CH2:40]1, predict the reactants needed to synthesize it. The reactants are: [CH2:1]([N:7]([CH3:27])[C:8]([CH:10]1[CH2:14][CH:13]([OH:15])[CH2:12][CH:11]1[C:16]([NH:18][C:19]1([C:24](O)=[O:25])[CH2:21][CH:20]1[CH:22]=[CH2:23])=[O:17])=[O:9])[CH2:2][CH2:3][CH2:4][CH:5]=[CH2:6].CCN=C=NCCCN(C)C.[CH:39]1([S:42]([NH2:45])(=[O:44])=[O:43])[CH2:41][CH2:40]1.C1CCN2C(=NCCC2)CC1. (3) Given the product [CH3:1][O:2][C:3]1[CH:4]=[C:5]2[C:10](=[CH:11][C:12]=1[O:13][CH3:14])[N:9]=[CH:8][CH:7]=[C:6]2[O:15][C:16]1[C:22]([CH3:23])=[CH:21][C:19]([NH:20][C:26](=[O:28])[O:49][CH:45]([CH2:44][CH2:43][N:40]2[CH2:41][CH2:42][O:37][CH2:38][CH2:39]2)[CH2:46][CH2:47][CH3:48])=[C:18]([CH3:24])[CH:17]=1, predict the reactants needed to synthesize it. The reactants are: [CH3:1][O:2][C:3]1[CH:4]=[C:5]2[C:10](=[CH:11][C:12]=1[O:13][CH3:14])[N:9]=[CH:8][CH:7]=[C:6]2[O:15][C:16]1[C:22]([CH3:23])=[CH:21][C:19]([NH2:20])=[C:18]([CH3:24])[CH:17]=1.Cl[C:26](Cl)([O:28]C(=O)OC(Cl)(Cl)Cl)Cl.[O:37]1[CH2:42][CH2:41][N:40]([CH2:43][CH2:44][CH:45]([OH:49])[CH2:46][CH2:47][CH3:48])[CH2:39][CH2:38]1.C(=O)(O)[O-].[Na+]. (4) Given the product [CH3:6][O:7][C:8]([C:10]1[CH:11]=[C:12]([CH3:28])[C:13]2[O:19][C:18]3[C:20]([Cl:24])=[CH:21][C:22]([N+:29]([O-:31])=[O:30])=[CH:23][C:17]=3[CH2:16][S:15](=[O:25])(=[O:26])[C:14]=2[CH:27]=1)=[O:9], predict the reactants needed to synthesize it. The reactants are: S(=O)(=O)(O)O.[CH3:6][O:7][C:8]([C:10]1[CH:11]=[C:12]([CH3:28])[C:13]2[O:19][C:18]3[C:20]([Cl:24])=[CH:21][CH:22]=[CH:23][C:17]=3[CH2:16][S:15](=[O:26])(=[O:25])[C:14]=2[CH:27]=1)=[O:9].[N+:29]([O-])([OH:31])=[O:30]. (5) Given the product [CH2:1]([O:3][C:4](=[O:16])[C:5]([O:8][C:9]1[CH:10]=[CH:11][C:12]([O:15][C:27](=[S:28])[N:26]([CH3:30])[CH3:25])=[CH:13][CH:14]=1)([CH3:7])[CH3:6])[CH3:2], predict the reactants needed to synthesize it. The reactants are: [CH2:1]([O:3][C:4](=[O:16])[C:5]([O:8][C:9]1[CH:14]=[CH:13][C:12]([OH:15])=[CH:11][CH:10]=1)([CH3:7])[CH3:6])[CH3:2].C1N2CCN(CC2)C1.[CH3:25][N:26]([CH3:30])[C:27](Cl)=[S:28]. (6) Given the product [CH3:21][O:22][C:23]([NH:25][C@@H:26]1[CH:34]2[C:35](=[O:42])[CH2:36][C@H:37]([C:39]([O:41][CH2:11][C:12]([C:14]3[CH:15]=[N:16][C:17]([Br:20])=[CH:18][CH:19]=3)=[O:13])=[O:40])[CH2:38][N:32]3[C:33]2=[C:29]([CH:30]=[CH:31]3)[CH2:28][CH2:27]1)=[O:24], predict the reactants needed to synthesize it. The reactants are: C(N(C(C)C)CC)(C)C.Br[CH2:11][C:12]([C:14]1[CH:15]=[N:16][C:17]([Br:20])=[CH:18][CH:19]=1)=[O:13].[CH3:21][O:22][C:23]([NH:25][C@@H:26]1[CH:34]2[C:35](=[O:42])[CH2:36][C@H:37]([C:39]([OH:41])=[O:40])[CH2:38][N:32]3[C:33]2=[C:29]([CH:30]=[CH:31]3)[CH2:28][CH2:27]1)=[O:24]. (7) Given the product [C:1]1([C@H:7]([NH:25][C:26]([O:28][C@@H:29]2[CH:34]3[CH2:35][CH2:36][N:31]([CH2:32][CH2:33]3)[CH2:30]2)=[O:27])[C:8]2[CH:9]=[C:10]([CH:22]=[CH:23][CH:24]=2)[O:11][CH2:12][C:13]2[CH:14]=[CH:15][C:16]([C:17]([N:71]3[CH2:76][CH2:75][CH:74]([C:77]([O:79][CH2:80][CH2:81][CH2:82][CH:83]4[O:84][CH2:85][CH2:86][O:87]4)=[O:78])[CH2:73][CH2:72]3)=[O:18])=[CH:20][CH:21]=2)[CH:6]=[CH:5][CH:4]=[CH:3][CH:2]=1, predict the reactants needed to synthesize it. The reactants are: [C:1]1([C@H:7]([NH:25][C:26]([O:28][C@@H:29]2[CH:34]3[CH2:35][CH2:36][N:31]([CH2:32][CH2:33]3)[CH2:30]2)=[O:27])[C:8]2[CH:9]=[C:10]([CH:22]=[CH:23][CH:24]=2)[O:11][CH2:12][C:13]2[CH:21]=[CH:20][C:16]([C:17](O)=[O:18])=[CH:15][CH:14]=2)[CH:6]=[CH:5][CH:4]=[CH:3][CH:2]=1.C(N(C(C)C)CC)(C)C.CN(C(ON1N=NC2C=CC=NC1=2)=[N+](C)C)C.F[P-](F)(F)(F)(F)F.Cl.[NH:71]1[CH2:76][CH2:75][CH:74]([C:77]([O:79][CH2:80][CH2:81][CH2:82][CH:83]2[O:87][CH2:86][CH2:85][O:84]2)=[O:78])[CH2:73][CH2:72]1. (8) Given the product [CH2:1]([O:8][C:9]1[C:17]([O:18][CH3:19])=[CH:16][C:12]([C:13]#[N:15])=[C:11]([I:20])[CH:10]=1)[C:2]1[CH:3]=[CH:4][CH:5]=[CH:6][CH:7]=1, predict the reactants needed to synthesize it. The reactants are: [CH2:1]([O:8][C:9]1[C:17]([O:18][CH3:19])=[CH:16][C:12]([C:13]([NH2:15])=O)=[C:11]([I:20])[CH:10]=1)[C:2]1[CH:7]=[CH:6][CH:5]=[CH:4][CH:3]=1.ClCCl.FC(F)(F)S(OS(C(F)(F)F)(=O)=O)(=O)=O.Cl. (9) Given the product [CH:13]1([CH2:19][C:2]2[CH:3]=[CH:4][C:5]([CH3:11])=[C:6]([CH:10]=2)[C:7]([OH:9])=[O:8])[CH2:18][CH2:17][CH2:16][CH2:15][CH2:14]1, predict the reactants needed to synthesize it. The reactants are: Br[C:2]1[CH:3]=[CH:4][C:5]([CH3:11])=[C:6]([CH:10]=1)[C:7]([OH:9])=[O:8].[Cl-].[CH:13]1([CH2:19][Zn+])[CH2:18][CH2:17][CH2:16][CH2:15][CH2:14]1.C1COCC1.P(C(C)(C)C)(C(C)(C)C)C(C)(C)C.C1(C)C=CC=CC=1. (10) Given the product [CH:31]1([CH2:30][O:29][C:11]2[C:12]([O:27][CH3:28])=[CH:13][CH:14]=[C:15]3[C:10]=2[N:9]=[C:8]([O:5][CH2:4][CH2:3][N:2]([CH3:6])[CH3:1])[CH:17]=[C:16]3[NH:18][C:19]2[C:24]([Cl:25])=[CH:23][N:22]=[CH:21][C:20]=2[Cl:26])[CH2:32][CH2:33]1, predict the reactants needed to synthesize it. The reactants are: [CH3:1][N:2]([CH3:6])[CH2:3][CH2:4][OH:5].Cl[C:8]1[CH:17]=[C:16]([NH:18][C:19]2[C:24]([Cl:25])=[CH:23][N:22]=[CH:21][C:20]=2[Cl:26])[C:15]2[C:10](=[C:11]([O:29][CH2:30][CH:31]3[CH2:33][CH2:32]3)[C:12]([O:27][CH3:28])=[CH:13][CH:14]=2)[N:9]=1.